From a dataset of Catalyst prediction with 721,799 reactions and 888 catalyst types from USPTO. Predict which catalyst facilitates the given reaction. (1) Reactant: [CH2:1]([O:3][C:4]([C:6]1[S:10][C:9]([N:11]2[C:15]3[CH:16]=[C:17]([CH:20]=[CH:21][CH2:22][CH2:23][O:24][CH2:25][C:26]4[CH:31]=[CH:30][CH:29]=[CH:28][CH:27]=4)[CH:18]=[CH:19][C:14]=3[N:13]=[CH:12]2)=[N:8][C:7]=1[C:32]1[CH:37]=[CH:36][CH:35]=[C:34]([Cl:38])[CH:33]=1)=[O:5])[CH3:2].O1CCCC1. Product: [CH2:1]([O:3][C:4]([C:6]1[S:10][C:9]([N:11]2[C:15]3[CH:16]=[C:17]([CH2:20][CH2:21][CH2:22][CH2:23][O:24][CH2:25][C:26]4[CH:27]=[CH:28][CH:29]=[CH:30][CH:31]=4)[CH:18]=[CH:19][C:14]=3[N:13]=[CH:12]2)=[N:8][C:7]=1[C:32]1[CH:37]=[CH:36][CH:35]=[C:34]([Cl:38])[CH:33]=1)=[O:5])[CH3:2]. The catalyst class is: 63. (2) Reactant: [C:1](Cl)(Cl)=[O:2].[C:5]([O:9][C:10](=[O:31])[NH:11][CH2:12][C@H:13]([OH:30])[CH2:14][NH:15][C:16]1[CH:17]=[C:18]2[C:22](=[CH:23][CH:24]=1)[N:21]([CH2:25][CH:26]1[CH2:28][CH2:27]1)[C:20](=[O:29])[CH2:19]2)([CH3:8])([CH3:7])[CH3:6].C(N(CC)CC)C. Product: [C:5]([O:9][C:10](=[O:31])[NH:11][CH2:12][C@@H:13]1[O:30][C:1](=[O:2])[N:15]([C:16]2[CH:17]=[C:18]3[C:22](=[CH:23][CH:24]=2)[N:21]([CH2:25][CH:26]2[CH2:28][CH2:27]2)[C:20](=[O:29])[CH2:19]3)[CH2:14]1)([CH3:8])([CH3:6])[CH3:7]. The catalyst class is: 4. (3) Reactant: [CH3:1][O:2][C:3]([C:5]1[CH:6]=[C:7]2[C:12](=[CH:13][CH:14]=1)[N:11]=[CH:10][CH:9]=[CH:8]2)=[O:4].C(Cl)(Cl)Cl.ClC1C(OO)=C(C=CC=1)C(O)=[O:24].[OH-].[Na+]. Product: [CH3:1][O:2][C:3]([C:5]1[CH:6]=[C:7]2[C:12](=[CH:13][CH:14]=1)[N+:11]([O-:24])=[CH:10][CH:9]=[CH:8]2)=[O:4]. The catalyst class is: 6.